This data is from Full USPTO retrosynthesis dataset with 1.9M reactions from patents (1976-2016). The task is: Predict the reactants needed to synthesize the given product. (1) Given the product [Cl:1][C:2]1[CH:7]=[CH:6][CH:5]=[C:4]([F:8])[C:3]=1[C:9]1[S:10][CH:11]=[C:12]([CH2:14][OH:15])[N:13]=1, predict the reactants needed to synthesize it. The reactants are: [Cl:1][C:2]1[CH:7]=[CH:6][CH:5]=[C:4]([F:8])[C:3]=1[C:9]1[S:10][CH:11]=[C:12]([C:14](OCC)=[O:15])[N:13]=1.[BH4-].[Li+]. (2) Given the product [OH:4][C:5]1(/[CH:18]=[CH:19]/[CH2:20][C:21]([F:24])([F:22])[F:23])[CH2:6][CH2:7][N:8]([C:11]([O:13][C:14]([CH3:17])([CH3:15])[CH3:16])=[O:12])[CH2:9][CH2:10]1, predict the reactants needed to synthesize it. The reactants are: C([O:4][C:5]1(/[CH:18]=[CH:19]/[CH2:20][C:21]([F:24])([F:23])[F:22])[CH2:10][CH2:9][N:8]([C:11]([O:13][C:14]([CH3:17])([CH3:16])[CH3:15])=[O:12])[CH2:7][CH2:6]1)(=O)C.[OH-].[Na+].CC(=O)OCC. (3) Given the product [CH3:4][CH2:6][CH2:7][CH:8]([CH3:9])[CH3:13].[CH2:1]([O:3][C:4]([C:6]1[NH:15][C:9]2=[CH:10][N:11]=[C:12]([C:16]#[N:17])[CH:13]=[C:8]2[CH:7]=1)=[O:5])[CH3:2], predict the reactants needed to synthesize it. The reactants are: [CH2:1]([O:3][C:4]([C:6]1[NH:15][C:9]2=[CH:10][N:11]=[C:12](Br)[CH:13]=[C:8]2[CH:7]=1)=[O:5])[CH3:2].[CH3:16][N:17](C=O)C. (4) Given the product [Br:1][C:2]1[CH:27]=[CH:26][C:5]2[N:6]([C:9]3[S:13][C:12]([C:14]([O:16][CH3:17])=[O:15])=[C:11]([OH:18])[CH:10]=3)[CH:7]=[N:8][C:4]=2[CH:3]=1, predict the reactants needed to synthesize it. The reactants are: [Br:1][C:2]1[CH:27]=[CH:26][C:5]2[N:6]([C:9]3[S:13][C:12]([C:14]([O:16][CH3:17])=[O:15])=[C:11]([O:18]CC4C=CC=CC=4)[CH:10]=3)[CH:7]=[N:8][C:4]=2[CH:3]=1. (5) Given the product [CH3:1][N:2]1[CH2:3][CH2:4][C@@H:5]([C:8]2[C:9]([O:18][CH3:19])=[CH:10][C:11]([O:16][CH3:17])=[CH:12][C:13]=2[O:14][CH3:15])[C@H:6]([OH:28])[CH2:7]1, predict the reactants needed to synthesize it. The reactants are: [CH3:1][N:2]1[CH2:7][CH:6]=[C:5]([C:8]2[C:13]([O:14][CH3:15])=[CH:12][C:11]([O:16][CH3:17])=[CH:10][C:9]=2[O:18][CH3:19])[CH2:4][CH2:3]1.[BH4-].[Na+].B(F)(F)F.CC[O:28]CC.Cl.[OH-].[Na+].OO. (6) Given the product [C:20]([C:8]([NH2:32])([C:5]1[CH:6]=[CH:7][CH:2]=[CH:3][CH:4]=1)[C:9]([OH:11])=[O:10])([O:19][CH2:12][C:13]1[CH:14]=[CH:15][CH:16]=[CH:17][CH:18]=1)=[O:22], predict the reactants needed to synthesize it. The reactants are: N[C:2]1[CH:7]=[CH:6][C:5]([CH2:8][C:9]([OH:11])=[O:10])=[CH:4][CH:3]=1.[CH2:12]([O:19][C:20]([O:22]N1C(=O)CCC1=O)=O)[C:13]1[CH:18]=[CH:17][CH:16]=[CH:15][CH:14]=1.C([N:32](CC)CC)C. (7) The reactants are: [ClH:1].[CH:2]([C:4]1[CH:5]=[C:6]2[C:11](=[CH:12][CH:13]=1)[CH:10]=[C:9]([S:14]([CH2:17][CH2:18][C:19]([N:21]1[CH2:26][CH2:25][CH:24]([C:27]3[N:31]4[CH2:32][CH2:33][CH2:34][CH2:35][C:30]4=[N:29][CH:28]=3)[CH2:23][CH2:22]1)=[O:20])(=[O:16])=[O:15])[CH:8]=[CH:7]2)=[CH2:3]. Given the product [ClH:1].[CH2:2]([C:4]1[CH:5]=[C:6]2[C:11](=[CH:12][CH:13]=1)[CH:10]=[C:9]([S:14]([CH2:17][CH2:18][C:19]([N:21]1[CH2:26][CH2:25][CH:24]([C:27]3[N:31]4[CH2:32][CH2:33][CH2:34][CH2:35][C:30]4=[N:29][CH:28]=3)[CH2:23][CH2:22]1)=[O:20])(=[O:15])=[O:16])[CH:8]=[CH:7]2)[CH3:3], predict the reactants needed to synthesize it.